From a dataset of Full USPTO retrosynthesis dataset with 1.9M reactions from patents (1976-2016). Predict the reactants needed to synthesize the given product. (1) Given the product [NH2:1][C:4]1[CH:5]=[CH:6][C:7]([O:10][C:11]2[CH:12]=[C:13]3[C:17](=[CH:18][CH:19]=2)[N:16]([C:20]2[CH:27]=[CH:26][C:23]([C:24]#[N:25])=[CH:22][CH:21]=2)[N:15]=[CH:14]3)=[N:8][CH:9]=1, predict the reactants needed to synthesize it. The reactants are: [N+:1]([C:4]1[CH:5]=[CH:6][C:7]([O:10][C:11]2[CH:12]=[C:13]3[C:17](=[CH:18][CH:19]=2)[N:16]([C:20]2[CH:27]=[CH:26][C:23]([C:24]#[N:25])=[CH:22][CH:21]=2)[N:15]=[CH:14]3)=[N:8][CH:9]=1)([O-])=O.C(OCC)(=O)C. (2) Given the product [CH2:1]([C:8]1[CH:13]=[C:12]([B:17]2[O:21][C:20]([CH3:23])([CH3:22])[C:19]([CH3:25])([CH3:24])[O:18]2)[CH:11]=[CH:10][C:9]=1[O:15][CH3:16])[C:2]1[CH:7]=[CH:6][CH:5]=[CH:4][CH:3]=1, predict the reactants needed to synthesize it. The reactants are: [CH2:1]([C:8]1[CH:13]=[C:12](Br)[CH:11]=[CH:10][C:9]=1[O:15][CH3:16])[C:2]1[CH:7]=[CH:6][CH:5]=[CH:4][CH:3]=1.[B:17]1([B:17]2[O:21][C:20]([CH3:23])([CH3:22])[C:19]([CH3:25])([CH3:24])[O:18]2)[O:21][C:20]([CH3:23])([CH3:22])[C:19]([CH3:25])([CH3:24])[O:18]1.CC([O-])=O.[K+].O. (3) The reactants are: [Cl:1][C:2]1[CH:3]=[C:4]([CH:6]=[CH:7][CH:8]=1)[NH2:5].[C:9]([O:15][CH2:16][CH3:17])(=[O:14])[CH2:10][C:11]([O-])=[O:12].[K+]. Given the product [CH2:16]([O:15][C:9](=[O:14])[CH2:10][C:11]([NH:5][C:4]1[CH:6]=[CH:7][CH:8]=[C:2]([Cl:1])[CH:3]=1)=[O:12])[CH3:17], predict the reactants needed to synthesize it. (4) Given the product [Br:54][C:55]1[CH:60]=[CH:59][CH:58]=[CH:57][C:56]=1[NH:61][CH:62]1[CH2:67][CH2:66][N:65]([C:16](=[O:18])[CH2:15][NH:14][C:12](=[O:13])[C:11]2[CH:10]=[CH:9][C:8]([NH:7][C:1]3[CH:2]=[CH:3][CH:4]=[CH:5][CH:6]=3)=[CH:20][CH:19]=2)[CH2:64][CH2:63]1, predict the reactants needed to synthesize it. The reactants are: [C:1]1([NH:7][C:8]2[CH:20]=[CH:19][C:11]([C:12]([NH:14][CH2:15][C:16]([OH:18])=O)=[O:13])=[CH:10][CH:9]=2)[CH:6]=[CH:5][CH:4]=[CH:3][CH:2]=1.CCN(C(C)C)C(C)C.C1C=CC2N(O)N=NC=2C=1.CCN=C=NCCCN(C)C.Cl.Cl.Cl.[Br:54][C:55]1[CH:60]=[CH:59][CH:58]=[CH:57][C:56]=1[NH:61][CH:62]1[CH2:67][CH2:66][NH:65][CH2:64][CH2:63]1. (5) Given the product [Br:10][C:7]1[CH:8]=[CH:9][C:2]2[NH:14][CH2:11][CH2:12][N:13]=[CH:4][C:3]=2[CH:6]=1, predict the reactants needed to synthesize it. The reactants are: F[C:2]1[CH:9]=[CH:8][C:7]([Br:10])=[CH:6][C:3]=1[CH:4]=O.[CH2:11]([NH2:14])[CH2:12][NH2:13]. (6) Given the product [CH2:23]([O:22][C:20]1[N:19]=[CH:18][N:17]=[C:16]([N:13]2[CH2:14][CH2:15][N:10]([C:8]([C:4]3[CH:3]=[C:2]([C:32]4[CH:33]=[N:34][C:29]([O:28][CH3:27])=[CH:30][CH:31]=4)[N:6]([CH3:7])[N:5]=3)=[O:9])[CH2:11][CH2:12]2)[CH:21]=1)[CH:24]([CH3:26])[CH3:25], predict the reactants needed to synthesize it. The reactants are: I[C:2]1[N:6]([CH3:7])[N:5]=[C:4]([C:8]([N:10]2[CH2:15][CH2:14][N:13]([C:16]3[CH:21]=[C:20]([O:22][CH2:23][CH:24]([CH3:26])[CH3:25])[N:19]=[CH:18][N:17]=3)[CH2:12][CH2:11]2)=[O:9])[CH:3]=1.[CH3:27][O:28][C:29]1[N:34]=[CH:33][C:32](B(O)O)=[CH:31][CH:30]=1.C1(P(C2C=CC=CC=2)C2C=CC=CC=2)C=CC=CC=1.C(=O)([O-])[O-].[Na+].[Na+]. (7) Given the product [Cl:1][C:2]1[CH:3]=[CH:4][C:5]([O:22][CH:23]([F:24])[F:25])=[C:6]([C:8]2[C:13]([O:14][CH3:15])=[CH:12][N:11]([CH:16]([CH3:20])[C:17]([NH:26][C:27]3[CH:39]=[CH:38][C:30]([C:31]([O:33][C:34]([CH3:35])([CH3:36])[CH3:37])=[O:32])=[CH:29][CH:28]=3)=[O:18])[C:10](=[O:21])[CH:9]=2)[CH:7]=1, predict the reactants needed to synthesize it. The reactants are: [Cl:1][C:2]1[CH:3]=[CH:4][C:5]([O:22][CH:23]([F:25])[F:24])=[C:6]([C:8]2[C:13]([O:14][CH3:15])=[CH:12][N:11]([CH:16]([CH3:20])[C:17](O)=[O:18])[C:10](=[O:21])[CH:9]=2)[CH:7]=1.[NH2:26][C:27]1[CH:39]=[CH:38][C:30]([C:31]([O:33][C:34]([CH3:37])([CH3:36])[CH3:35])=[O:32])=[CH:29][CH:28]=1. (8) Given the product [CH2:40]([Sn:33]([CH2:29][CH2:30][CH2:31][CH3:32])([CH2:36][CH2:37][CH2:38][CH3:39])[CH:2]=[C:3]([C:17]1[CH:18]=[C:19]2[C:24](=[CH:25][CH:26]=1)[O:23][C:22]([CH3:28])([CH3:27])[CH:21]=[CH:20]2)[CH2:4][C:5]1[CH:10]=[C:9]([O:11][CH3:12])[C:8]([O:13][CH3:14])=[C:7]([O:15][CH3:16])[CH:6]=1)[CH2:41][CH2:42][CH3:43], predict the reactants needed to synthesize it. The reactants are: I[CH:2]=[C:3]([C:17]1[CH:18]=[C:19]2[C:24](=[CH:25][CH:26]=1)[O:23][C:22]([CH3:28])([CH3:27])[CH:21]=[CH:20]2)[CH2:4][C:5]1[CH:10]=[C:9]([O:11][CH3:12])[C:8]([O:13][CH3:14])=[C:7]([O:15][CH3:16])[CH:6]=1.[CH2:29]([Sn:33]([CH2:40][CH2:41][CH2:42][CH3:43])([CH2:36][CH2:37][CH2:38][CH3:39])C=C)[CH2:30][CH2:31][CH3:32].[Li+].[Cl-].C(C1C=C(C)C=C(C(C)(C)C)C=1O)(C)(C)C.[F-].[NH+]1C=CC=CC=1.